Task: Predict the product of the given reaction.. Dataset: Forward reaction prediction with 1.9M reactions from USPTO patents (1976-2016) (1) Given the reactants [CH3:1][O:2][C:3](=[O:29])[C:4]1[C:9]([N+:10]([O-:12])=[O:11])=[CH:8][CH:7]=[CH:6][C:5]=1[CH2:13][N:14](C(OC(C)(C)C)=O)[C:15]([O:17][C:18]([CH3:21])([CH3:20])[CH3:19])=[O:16].FC(F)(F)C(O)=O.C(=O)(O)[O-].[Na+], predict the reaction product. The product is: [CH3:1][O:2][C:3](=[O:29])[C:4]1[C:9]([N+:10]([O-:12])=[O:11])=[CH:8][CH:7]=[CH:6][C:5]=1[CH2:13][NH:14][C:15]([O:17][C:18]([CH3:20])([CH3:19])[CH3:21])=[O:16]. (2) Given the reactants [Cl:1][C:2]1[N:7]=[C:6](Cl)[CH:5]=[CH:4][N:3]=1.[C:9]([C:11]1[CH:12]=[C:13]([NH:17][C:18](=[O:23])[C:19]([F:22])([F:21])[F:20])[CH:14]=[CH:15][CH:16]=1)#[CH:10], predict the reaction product. The product is: [Cl:1][C:2]1[N:7]=[C:6]([CH:10]=[CH:9][C:11]2[CH:12]=[C:13]([NH:17][C:18](=[O:23])[C:19]([F:20])([F:21])[F:22])[CH:14]=[CH:15][CH:16]=2)[CH:5]=[CH:4][N:3]=1.